Dataset: Full USPTO retrosynthesis dataset with 1.9M reactions from patents (1976-2016). Task: Predict the reactants needed to synthesize the given product. (1) The reactants are: [NH2:1][C:2]1[CH:7]=[CH:6][C:5]([CH3:8])=[CH:4][N:3]=1.[Cl:9][C:10]1[CH:19]=[CH:18][C:13]([C:14](=O)[CH2:15]Br)=[CH:12][CH:11]=1.[OH-].[Na+]. Given the product [Cl:9][C:10]1[CH:19]=[CH:18][C:13]([C:14]2[N:1]=[C:2]3[CH:7]=[CH:6][C:5]([CH3:8])=[CH:4][N:3]3[CH:15]=2)=[CH:12][CH:11]=1, predict the reactants needed to synthesize it. (2) Given the product [C:1]([O:5][C:6]([N:8]1[CH2:11][C:10]2([C:15](=[N:16][O:17][CH3:18])[CH2:14][NH:13][CH2:12]2)[CH2:9]1)=[O:7])([CH3:4])([CH3:3])[CH3:2], predict the reactants needed to synthesize it. The reactants are: [C:1]([O:5][C:6]([N:8]1[CH2:11][C:10]2([C:15](=[N:16][O:17][CH3:18])[CH2:14][N:13](CC3C=CC=CC=3)[CH2:12]2)[CH2:9]1)=[O:7])([CH3:4])([CH3:3])[CH3:2].[H][H].